This data is from Full USPTO retrosynthesis dataset with 1.9M reactions from patents (1976-2016). The task is: Predict the reactants needed to synthesize the given product. (1) Given the product [CH2:1]([O:5][C:6]1[CH:7]=[C:8]([CH:9]=[C:10]([S:12]([C:15]2[CH:20]=[CH:19][CH:18]=[C:17]([O:21][C:22]([F:25])([F:23])[F:24])[CH:16]=2)(=[O:14])=[O:13])[CH:11]=1)[NH2:26])[CH:2]([CH3:4])[CH3:3], predict the reactants needed to synthesize it. The reactants are: [CH2:1]([O:5][C:6]1[CH:11]=[C:10]([S:12]([C:15]2[CH:20]=[CH:19][CH:18]=[C:17]([O:21][C:22]([F:25])([F:24])[F:23])[CH:16]=2)(=[O:14])=[O:13])[CH:9]=[C:8]([N+:26]([O-])=O)[CH:7]=1)[CH:2]([CH3:4])[CH3:3].[NH4+].[Cl-]. (2) Given the product [CH2:12]([O:19][CH2:20][C@H:21]1[CH2:22][O:23][C@H:6]([C:5]2[CH:8]=[CH:9][N:10]=[CH:11][C:4]=2[N+:1]([O-:3])=[O:2])[O:7]1)[C:13]1[CH:18]=[CH:17][CH:16]=[CH:15][CH:14]=1, predict the reactants needed to synthesize it. The reactants are: [N+:1]([C:4]1[CH:11]=[N:10][CH:9]=[CH:8][C:5]=1[CH:6]=[O:7])([O-:3])=[O:2].[CH2:12]([O:19][CH2:20][C@H:21](O)[CH2:22][OH:23])[C:13]1[CH:18]=[CH:17][CH:16]=[CH:15][CH:14]=1.C1(C)C=CC(S(O)(=O)=O)=CC=1. (3) Given the product [NH2:10][CH2:9][C@H:8]([NH:13][S@@:14]([C:16]([CH3:19])([CH3:18])[CH3:17])=[O:15])[C:5]1[CH:4]=[CH:3][C:2]([F:1])=[CH:7][CH:6]=1, predict the reactants needed to synthesize it. The reactants are: [F:1][C:2]1[CH:7]=[CH:6][C:5]([C@@H:8]([NH:13][S@@:14]([C:16]([CH3:19])([CH3:18])[CH3:17])=[O:15])[CH2:9][N+:10]([O-])=O)=[CH:4][CH:3]=1.[NH4+].[Cl-].